From a dataset of Catalyst prediction with 721,799 reactions and 888 catalyst types from USPTO. Predict which catalyst facilitates the given reaction. (1) Reactant: [C:1]([C:4]1[CH:11]=[CH:10][C:7]([CH:8]=[O:9])=[CH:6][CH:5]=1)([OH:3])=[O:2].[F:12][C:13]([F:22])([F:21])[C:14]([CH3:20])(O)[C:15]([F:18])([F:17])[F:16].CCN=C=NCCCN(C)C. Product: [CH:8]([C:7]1[CH:10]=[CH:11][C:4]([C:1]([O:3][C:14]([CH3:20])([C:15]([F:18])([F:17])[F:16])[C:13]([F:22])([F:21])[F:12])=[O:2])=[CH:5][CH:6]=1)=[O:9]. The catalyst class is: 79. (2) Reactant: [CH3:1][O:2][C:3]([CH2:5]P(OC)(OC)=O)=[O:4].[H-].[Na+].[F:14][C:15]1[CH:22]=[CH:21][C:18]([CH:19]=O)=[CH:17][C:16]=1[N+:23]([O-:25])=[O:24].CCOC(C)=O.O. Product: [CH3:1][O:2][C:3](=[O:4])[CH:5]=[CH:19][C:18]1[CH:21]=[CH:22][C:15]([F:14])=[C:16]([N+:23]([O-:25])=[O:24])[CH:17]=1. The catalyst class is: 1. (3) Reactant: [Cl:1][C:2]1[CH:43]=[CH:42][C:5]([CH2:6][N:7]2[C:15]3[C:14](=[O:16])[N:13]([CH2:17][CH2:18][CH2:19][O:20][CH:21]4[CH2:26][CH2:25][CH2:24][CH2:23][O:22]4)[C:12](=[O:27])[N:11]([CH3:28])[C:10]=3[N:9]=[C:8]2[S:29][CH2:30][C:31]2[CH:36]=[CH:35][CH:34]=[C:33]([O:37][C:38]([F:41])([F:40])[F:39])[CH:32]=2)=[CH:4][CH:3]=1.[OH:44]OS([O-])=O.[K+]. Product: [Cl:1][C:2]1[CH:43]=[CH:42][C:5]([CH2:6][N:7]2[C:15]3[C:14](=[O:16])[N:13]([CH2:17][CH2:18][CH2:19][O:20][CH:21]4[CH2:26][CH2:25][CH2:24][CH2:23][O:22]4)[C:12](=[O:27])[N:11]([CH3:28])[C:10]=3[N:9]=[C:8]2[S:29]([CH2:30][C:31]2[CH:36]=[CH:35][CH:34]=[C:33]([O:37][C:38]([F:41])([F:40])[F:39])[CH:32]=2)=[O:44])=[CH:4][CH:3]=1. The catalyst class is: 20. (4) Reactant: C([O:8][N:9]1[C:14]2[N:15]=[CH:16][N:17]=[C:18]([CH3:19])[C:13]=2[C:12]([OH:20])=[CH:11][C:10]1=[O:21])C1C=CC=CC=1.[H][H]. Product: [OH:20][C:12]1[C:13]2[C:18]([CH3:19])=[N:17][CH:16]=[N:15][C:14]=2[N:9]([OH:8])[C:10](=[O:21])[CH:11]=1. The catalyst class is: 352. (5) Reactant: [C:1]1([S:7]([N:10]2[C:14]3=[N:15][CH:16]=[C:17]([F:19])[CH:18]=[C:13]3[CH:12]=[C:11]2[C:20]([C:27]2[CH:32]=[CH:31][C:30]([C:33](=[O:35])[CH3:34])=[CH:29][CH:28]=2)=[CH:21][CH:22]2[CH2:26][CH2:25][CH2:24][CH2:23]2)(=[O:9])=[O:8])[CH:6]=[CH:5][CH:4]=[CH:3][CH:2]=1.[CH3:36][Mg]Cl. Product: [C:1]1([S:7]([N:10]2[C:14]3=[N:15][CH:16]=[C:17]([F:19])[CH:18]=[C:13]3[CH:12]=[C:11]2[C:20]([C:27]2[CH:28]=[CH:29][C:30]([C:33]([OH:35])([CH3:36])[CH3:34])=[CH:31][CH:32]=2)=[CH:21][CH:22]2[CH2:26][CH2:25][CH2:24][CH2:23]2)(=[O:9])=[O:8])[CH:2]=[CH:3][CH:4]=[CH:5][CH:6]=1. The catalyst class is: 334. (6) Reactant: ClC1C=CC([NH:8][C:9]2[C:14]([Cl:15])=[CH:13][C:12]([C:16]3[NH:20][N:19]=[N:18][N:17]=3)=[CH:11][N:10]=2)=CC=1.[H-].[Na+].I[CH2:24][CH2:25][CH3:26]. Product: [Cl:15][C:14]1[C:9]([NH2:8])=[N:10][CH:11]=[C:12]([C:16]2[N:17]([CH2:24][CH2:25][CH3:26])[N:18]=[N:19][N:20]=2)[CH:13]=1. The catalyst class is: 18. (7) Reactant: Br[C:2]1[C:3]([F:31])=[CH:4][C:5]([F:30])=[C:6]([C@:8]2([CH3:29])[CH2:13][C@@H:12]([C:14]3[C:15]([CH3:20])=[N:16][O:17][C:18]=3[CH3:19])[S:11][C:10]([NH:21][C:22](=[O:28])[O:23][C:24]([CH3:27])([CH3:26])[CH3:25])=[N:9]2)[CH:7]=1.CON(C)[C:35](=[O:37])[CH3:36].C([Li])CCC. Product: [C:35]([C:2]1[C:3]([F:31])=[CH:4][C:5]([F:30])=[C:6]([C@:8]2([CH3:29])[CH2:13][C@@H:12]([C:14]3[C:15]([CH3:20])=[N:16][O:17][C:18]=3[CH3:19])[S:11][C:10]([NH:21][C:22](=[O:28])[O:23][C:24]([CH3:26])([CH3:25])[CH3:27])=[N:9]2)[CH:7]=1)(=[O:37])[CH3:36]. The catalyst class is: 1. (8) Reactant: [CH3:1][O:2][C:3](=[O:33])[CH:4]([C:9]1[CH:14]=[C:13]([Br:15])[C:12]([O:16][C:17]2[CH:25]=[CH:24][C:23]3[C:19](=[CH:20][N:21]([C:26]4[CH:31]=[CH:30][CH:29]=[CH:28][CH:27]=4)[N:22]=3)[CH:18]=2)=[C:11]([Br:32])[CH:10]=1)C(OC)=O. Product: [CH3:1][O:2][C:3](=[O:33])[CH2:4][C:9]1[CH:14]=[C:13]([Br:15])[C:12]([O:16][C:17]2[CH:25]=[CH:24][C:23]3[C:19](=[CH:20][N:21]([C:26]4[CH:27]=[CH:28][CH:29]=[CH:30][CH:31]=4)[N:22]=3)[CH:18]=2)=[C:11]([Br:32])[CH:10]=1. The catalyst class is: 16. (9) Reactant: [CH2:1]([O:3][C:4](=[O:40])[CH2:5][C:6]1[CH:7]=[C:8]([C:14]2[CH:19]=[CH:18][C:17]([C:20]3[CH:21]=[N:22][C:23]([O:26][CH2:27][CH3:28])=[CH:24][CH:25]=3)=[CH:16][C:15]=2[CH2:29][N:30](C(OC(C)(C)C)=O)[CH2:31][CH3:32])[C:9]([O:12][CH3:13])=[CH:10][CH:11]=1)[CH3:2].[ClH:41].O1CCOCC1. Product: [ClH:41].[CH2:1]([O:3][C:4](=[O:40])[CH2:5][C:6]1[CH:7]=[C:8]([C:14]2[CH:19]=[CH:18][C:17]([C:20]3[CH:21]=[N:22][C:23]([O:26][CH2:27][CH3:28])=[CH:24][CH:25]=3)=[CH:16][C:15]=2[CH2:29][NH:30][CH2:31][CH3:32])[C:9]([O:12][CH3:13])=[CH:10][CH:11]=1)[CH3:2]. The catalyst class is: 2.